Dataset: Catalyst prediction with 721,799 reactions and 888 catalyst types from USPTO. Task: Predict which catalyst facilitates the given reaction. Reactant: [CH3:1][CH:2]([S:4](Cl)(=[O:6])=[O:5])[CH3:3].N1C=CC=CC=1.[F:14][C:15]1[CH:21]=[CH:20][CH:19]=[CH:18][C:16]=1[NH2:17].C(OCC)C. Product: [F:14][C:15]1[CH:21]=[CH:20][CH:19]=[CH:18][C:16]=1[NH:17][S:4]([CH:2]([CH3:3])[CH3:1])(=[O:6])=[O:5]. The catalyst class is: 2.